Dataset: Peptide-MHC class I binding affinity with 185,985 pairs from IEDB/IMGT. Task: Regression. Given a peptide amino acid sequence and an MHC pseudo amino acid sequence, predict their binding affinity value. This is MHC class I binding data. The peptide sequence is LESLTDREL. The MHC is HLA-A02:01 with pseudo-sequence HLA-A02:01. The binding affinity (normalized) is 0.0847.